Dataset: Catalyst prediction with 721,799 reactions and 888 catalyst types from USPTO. Task: Predict which catalyst facilitates the given reaction. (1) Reactant: [C:1]([C:4]1[CH:5]=[C:6]([NH:10][C:11]([NH:13][C@H:14]2[C@H:18]([NH:19][CH:20]3[CH2:25][CH2:24][CH:23]([CH2:26][C:27]4[CH:32]=[CH:31][C:30]([F:33])=[CH:29][CH:28]=4)[CH2:22][CH2:21]3)[CH2:17][O:16][CH2:15]2)=[O:12])[CH:7]=[CH:8][CH:9]=1)(=[O:3])[CH3:2].[ClH:34].CCOCC. Product: [ClH:34].[C:1]([C:4]1[CH:5]=[C:6]([NH:10][C:11]([NH:13][C@H:14]2[C@H:18]([NH:19][CH:20]3[CH2:21][CH2:22][CH:23]([CH2:26][C:27]4[CH:28]=[CH:29][C:30]([F:33])=[CH:31][CH:32]=4)[CH2:24][CH2:25]3)[CH2:17][O:16][CH2:15]2)=[O:12])[CH:7]=[CH:8][CH:9]=1)(=[O:3])[CH3:2]. The catalyst class is: 4. (2) Reactant: [NH:1]1[CH2:6][CH2:5][CH:4]([NH:7][C:8]2[S:12][C:11]([C:13]#[N:14])=[N:10][N:9]=2)[CH2:3][CH2:2]1.[F:15][C:16]([F:26])([F:25])[C:17]1[CH:18]=[C:19]([CH:22]=[CH:23][CH:24]=1)[CH:20]=O.C(O[BH-](OC(=O)C)OC(=O)C)(=O)C.[Na+]. Product: [F:15][C:16]([F:25])([F:26])[C:17]1[CH:18]=[C:19]([CH:22]=[CH:23][CH:24]=1)[CH2:20][N:1]1[CH2:2][CH2:3][CH:4]([NH:7][C:8]2[S:12][C:11]([C:13]#[N:14])=[N:10][N:9]=2)[CH2:5][CH2:6]1. The catalyst class is: 42. (3) Reactant: [Cl:1][C:2]1[CH:14]=[CH:13][C:5]([O:6][C@H:7]2[CH2:11][NH:10][CH2:9][C@H:8]2[OH:12])=[CH:4][C:3]=1[F:15].C=O.[BH3-][C:19]#N.[Na+]. Product: [Cl:1][C:2]1[CH:14]=[CH:13][C:5]([O:6][C@H:7]2[CH2:11][N:10]([CH3:19])[CH2:9][C@H:8]2[OH:12])=[CH:4][C:3]=1[F:15]. The catalyst class is: 5. (4) Reactant: C([O:3][C:4]([C:6]1[CH:15]=[CH:14][C:9]([C:10]([O:12][CH3:13])=[O:11])=[CH:8][C:7]=1[CH3:16])=[CH2:5])C.O.[Br:18]N1C(=O)CCC1=O.CCOC(C)=O. Product: [Br:18][CH2:3][C:4]([C:6]1[CH:15]=[CH:14][C:9]([C:10]([O:12][CH3:13])=[O:11])=[CH:8][C:7]=1[CH3:16])=[O:5]. The catalyst class is: 1. (5) Reactant: Br[C:2]1[C:3](=[O:21])[NH:4][C:5](=[O:20])[N:6]([C@H:8]2[C@H:15]3[C@H:11]([O:12][C:13]([CH3:17])([CH3:16])[O:14]3)[C@@H:10]([CH2:18][OH:19])[O:9]2)[CH:7]=1.C([Sn](CCCC)(CCCC)[C:27]1[CH:32]=[CH:31][CH:30]=[CH:29][N:28]=1)CCC.C(=O)(O)[O-].[Na+]. Product: [OH:19][CH2:18][C@@H:10]1[C@H:11]2[O:12][C:13]([CH3:17])([CH3:16])[O:14][C@H:15]2[C@H:8]([N:6]2[CH:7]=[C:2]([C:27]3[CH:32]=[CH:31][CH:30]=[CH:29][N:28]=3)[C:3](=[O:21])[NH:4][C:5]2=[O:20])[O:9]1. The catalyst class is: 77.